From a dataset of Full USPTO retrosynthesis dataset with 1.9M reactions from patents (1976-2016). Predict the reactants needed to synthesize the given product. (1) Given the product [CH2:44]1[C:43]2[C:38](=[CH:39][CH:40]=[CH:41][CH:42]=2)[CH2:37][N:36]1[N:34]([CH3:35])[C:32](=[O:33])[CH2:31][N:14]([C:12]1[CH:13]=[C:8]([C:7]2[N:6]=[C:57]([C:56]([F:67])([F:66])[F:55])[O:47][N:46]=2)[CH:9]=[CH:10][C:11]=1[CH3:45])[CH2:15][C:16]([NH:18][CH2:19][CH2:20][N:21]([C:24]([O:26][C:27]([CH3:30])([CH3:28])[CH3:29])=[O:25])[CH2:22][CH3:23])=[O:17], predict the reactants needed to synthesize it. The reactants are: CN(C)C=O.[NH2:6][C:7](=[N:46][OH:47])[C:8]1[CH:9]=[CH:10][C:11]([CH3:45])=[C:12]([N:14]([CH2:31][C:32]([N:34]([N:36]2[CH2:44][C:43]3[C:38](=[CH:39][CH:40]=[CH:41][CH:42]=3)[CH2:37]2)[CH3:35])=[O:33])[CH2:15][C:16]([NH:18][CH2:19][CH2:20][N:21]([C:24]([O:26][C:27]([CH3:30])([CH3:29])[CH3:28])=[O:25])[CH2:22][CH3:23])=[O:17])[CH:13]=1.C(N(CC)CC)C.[F:55][C:56]([F:67])([F:66])[C:57](O[C:57](=O)[C:56]([F:67])([F:66])[F:55])=O. (2) Given the product [OH:6][CH2:7][CH2:8][N:9]1[CH2:14][CH2:13][N:12]([C:15]2[N:20]=[CH:19][C:18]([C:21]3[NH:22][C:23](=[O:32])[C:24]4[C:29]([CH:30]=3)=[C:28]([CH3:31])[CH:27]=[CH:26][CH:25]=4)=[CH:17][CH:16]=2)[CH2:11][CH2:10]1, predict the reactants needed to synthesize it. The reactants are: C([Si](C)(C)[O:6][CH2:7][CH2:8][N:9]1[CH2:14][CH2:13][N:12]([C:15]2[N:20]=[CH:19][C:18]([C:21]3[NH:22][C:23](=[O:32])[C:24]4[C:29]([CH:30]=3)=[C:28]([CH3:31])[CH:27]=[CH:26][CH:25]=4)=[CH:17][CH:16]=2)[CH2:11][CH2:10]1)(C)(C)C.CCCC[N+](CCCC)(CCCC)CCCC.[F-].C1COCC1. (3) Given the product [OH:1][C@H:2]1[CH2:7][CH2:6][CH2:5][N:4]([C:8]2[N:9]=[C:10]3[CH:27]=[C:26](/[CH:28]=[CH:29]/[C:30]4[S:31][CH:32]=[C:33]([CH:35]([CH3:37])[CH3:36])[N:34]=4)[CH:25]=[CH:24][N:11]3[C:12](=[O:23])[C:13]=2/[CH:14]=[CH:15]/[C:16]([OH:18])=[O:17])[CH2:3]1, predict the reactants needed to synthesize it. The reactants are: [OH:1][C@H:2]1[CH2:7][CH2:6][CH2:5][N:4]([C:8]2[N:9]=[C:10]3[CH:27]=[C:26](/[CH:28]=[CH:29]/[C:30]4[S:31][CH:32]=[C:33]([CH:35]([CH3:37])[CH3:36])[N:34]=4)[CH:25]=[CH:24][N:11]3[C:12](=[O:23])[C:13]=2/[CH:14]=[CH:15]/[C:16]([O:18]C(C)(C)C)=[O:17])[CH2:3]1.OC1CCCN(C2N=C3C=C(/C=C/C4SC=C(C(C)C)N=4)C=CN3C(=O)C=2/C=C/C(O)=O)C1. (4) Given the product [Br:5][C:6]1[S:16][C:9]2[N:10]=[C:11]([CH3:15])[N:12]=[C:13]([O:2][CH3:1])[C:8]=2[CH:7]=1, predict the reactants needed to synthesize it. The reactants are: [CH3:1][OH:2].[H-].[Na+].[Br:5][C:6]1[S:16][C:9]2[N:10]=[C:11]([CH3:15])[N:12]=[C:13](Cl)[C:8]=2[CH:7]=1.O. (5) Given the product [N:7]1[C:6]2[C:2]([CH:1]=[O:17])=[CH:3][S:4][C:5]=2[CH:10]=[N:9][CH:8]=1, predict the reactants needed to synthesize it. The reactants are: [CH3:1][C:2]1[C:6]2[N:7]=[CH:8][N:9]=[CH:10][C:5]=2[S:4][CH:3]=1.BrN1C(=[O:17])CCC1=O. (6) Given the product [C:57]([O:61][C:62](=[O:76])[CH2:63][C:64]1([C:69]2[CH:74]=[CH:73][C:72]([NH:75][C:21](=[O:23])[CH2:20][C:5]3[CH:6]=[CH:7][C:8]([NH:9][C:10]([NH:12][C:13]4[CH:18]=[CH:17][CH:16]=[CH:15][C:14]=4[CH3:19])=[O:11])=[C:3]([O:2][CH3:1])[CH:4]=3)=[CH:71][CH:70]=2)[CH2:68][CH2:67][CH2:66][CH2:65]1)([CH3:60])([CH3:58])[CH3:59], predict the reactants needed to synthesize it. The reactants are: [CH3:1][O:2][C:3]1[CH:4]=[C:5]([CH2:20][C:21]([OH:23])=O)[CH:6]=[CH:7][C:8]=1[NH:9][C:10]([NH:12][C:13]1[CH:18]=[CH:17][CH:16]=[CH:15][C:14]=1[CH3:19])=[O:11].F[P-](F)(F)(F)(F)F.N1(OC(N(C)C)=[N+](C)C)C2N=CC=CC=2N=N1.C(N(C(C)C)CC)(C)C.[C:57]([O:61][C:62](=[O:76])[CH2:63][C:64]1([C:69]2[CH:74]=[CH:73][C:72]([NH2:75])=[CH:71][CH:70]=2)[CH2:68][CH2:67][CH2:66][CH2:65]1)([CH3:60])([CH3:59])[CH3:58].